From a dataset of Cav3 T-type calcium channel HTS with 100,875 compounds. Binary Classification. Given a drug SMILES string, predict its activity (active/inactive) in a high-throughput screening assay against a specified biological target. (1) The molecule is S(=O)(=O)(N1CCC(CC1)c1nc(on1)c1ccc(cc1)C)C. The result is 0 (inactive). (2) The drug is s1\c(n(c(c1)C)C)=N\C(=O)c1ccccc1. The result is 0 (inactive). (3) The compound is O(c1cc2C34C(C(N(CC3)C)Cc2cc1)CCCC4)C. The result is 0 (inactive). (4) The drug is S(=O)(=O)(NCc1ccc(OC)cc1)c1c(OCC)cc(n2nnnc2)c(OCC)c1. The result is 0 (inactive). (5) The molecule is o1nc(c2CC(C(C)(C)C)CCc12)C(=O)Nc1c(cccc1)C(OC)=O. The result is 0 (inactive). (6) The compound is o1c(N2CCC(CC2)C(=O)N)c(nc1Cc1ccccc1)C#N. The result is 0 (inactive). (7) The molecule is Fc1c(Cn2nnc3c(N4CCC5(OCCO5)CC4)nc(nc23)C)cccc1. The result is 0 (inactive).